Task: Regression. Given a peptide amino acid sequence and an MHC pseudo amino acid sequence, predict their binding affinity value. This is MHC class II binding data.. Dataset: Peptide-MHC class II binding affinity with 134,281 pairs from IEDB The peptide sequence is KEPLKECGGILQAYD. The MHC is DRB1_0901 with pseudo-sequence DRB1_0901. The binding affinity (normalized) is 0.389.